From a dataset of CYP2C9 inhibition data for predicting drug metabolism from PubChem BioAssay. Regression/Classification. Given a drug SMILES string, predict its absorption, distribution, metabolism, or excretion properties. Task type varies by dataset: regression for continuous measurements (e.g., permeability, clearance, half-life) or binary classification for categorical outcomes (e.g., BBB penetration, CYP inhibition). Dataset: cyp2c9_veith. (1) The compound is Cc1cccc(NC(=O)CSc2nc(-c3ccccc3)c(C#N)c(=O)[nH]2)c1C. The result is 1 (inhibitor). (2) The drug is Cc1ccc(S(=O)(=O)N[C@H](CN)C(=O)O)cc1. The result is 0 (non-inhibitor). (3) The drug is CN=C(N)/N=C(\N)Nc1cc2ccccc2c2ccccc12. The result is 0 (non-inhibitor). (4) The drug is CN(C)c1ncc2nc(-c3cc(F)cc(F)c3)c(=O)n(Cc3cccs3)c2n1. The result is 0 (non-inhibitor). (5) The molecule is CCOC(=O)CNS(=O)(=O)c1cc(-c2nn(C)c(=O)c3ccccc23)ccc1C. The result is 1 (inhibitor). (6) The drug is O=C(CN1CCN(c2ccc(Cl)cc2)CC1)Nc1cccc(F)c1. The result is 1 (inhibitor).